Dataset: Forward reaction prediction with 1.9M reactions from USPTO patents (1976-2016). Task: Predict the product of the given reaction. (1) Given the reactants [CH2:1]([O:4][C:5]1[C:10]([O:11][CH2:12][CH:13]=[CH2:14])=[CH:9][CH:8]=[CH:7][C:6]=1[CH:15]([OH:17])[CH3:16])[CH:2]=[CH2:3].C1C=C[NH+]=CC=1.[O-][Cr](Cl)(=O)=O, predict the reaction product. The product is: [CH2:1]([O:4][C:5]1[C:10]([O:11][CH2:12][CH:13]=[CH2:14])=[CH:9][CH:8]=[CH:7][C:6]=1[C:15](=[O:17])[CH3:16])[CH:2]=[CH2:3]. (2) The product is: [C:34]1([N:40]2[C:42]3[C:47](=[CH:46][CH:45]=[CH:44][CH:43]=3)[C:23]([CH2:22][CH2:21][CH2:20][CH2:19][CH2:18][N:15]3[CH2:16][CH2:17][CH:12]([C:8]4[CH:7]=[C:6]([NH:5][C:3](=[O:4])[CH:2]([CH3:1])[CH3:32])[CH:11]=[CH:10][CH:9]=4)[CH2:13][CH2:14]3)=[C:24]2[C:25]2[CH:26]=[CH:27][CH:28]=[CH:29][CH:30]=2)[CH:39]=[CH:38][CH:37]=[CH:36][CH:35]=1. Given the reactants [CH3:1][CH:2]([CH3:32])[C:3]([NH:5][C:6]1[CH:11]=[CH:10][CH:9]=[C:8]([CH:12]2[CH2:17][CH2:16][N:15]([CH2:18][CH2:19][CH2:20][CH2:21][CH2:22][CH2:23][C:24](=O)[C:25]3[CH:30]=[CH:29][CH:28]=[CH:27][CH:26]=3)[CH2:14][CH2:13]2)[CH:7]=1)=[O:4].Cl.[C:34]1([N:40]([C:42]2[CH:47]=[CH:46][CH:45]=[CH:44][CH:43]=2)N)[CH:39]=[CH:38][CH:37]=[CH:36][CH:35]=1, predict the reaction product. (3) The product is: [C:30]([O:34][C:35](=[O:44])[C:36]1[CH:41]=[C:40]([O:42][CH2:20][CH2:19][CH2:18][CH2:17][CH2:16][CH2:15][C:11]2[CH:12]=[CH:13][CH:14]=[C:9]([O:8][CH2:7][CH2:6][CH2:5][C:4]([O:3][CH2:1][CH3:2])=[O:29])[C:10]=2[CH2:22][CH2:23][C:24]([O:26][CH2:27][CH3:28])=[O:25])[CH:39]=[C:38]([Br:43])[CH:37]=1)([CH3:33])([CH3:31])[CH3:32]. Given the reactants [CH2:1]([O:3][C:4](=[O:29])[CH2:5][CH2:6][CH2:7][O:8][C:9]1[CH:14]=[CH:13][CH:12]=[C:11]([CH2:15][CH2:16][CH2:17][CH2:18][CH2:19][CH2:20]Br)[C:10]=1[CH2:22][CH2:23][C:24]([O:26][CH2:27][CH3:28])=[O:25])[CH3:2].[C:30]([O:34][C:35](=[O:44])[C:36]1[CH:41]=[C:40]([OH:42])[CH:39]=[C:38]([Br:43])[CH:37]=1)([CH3:33])([CH3:32])[CH3:31].C(=O)([O-])[O-].[K+].[K+], predict the reaction product. (4) Given the reactants Cl[C:2]1[C:3]2[CH:10]=[C:9]([C:11]([O:13][CH2:14][CH3:15])=[O:12])[NH:8][C:4]=2[N:5]=[CH:6][N:7]=1.[CH3:16][O:17][C:18]1[CH:26]=[C:25]2[C:21]([CH:22]=[N:23][NH:24]2)=[CH:20][C:19]=1[NH2:27], predict the reaction product. The product is: [CH3:16][O:17][C:18]1[CH:26]=[C:25]2[C:21]([CH:22]=[N:23][NH:24]2)=[CH:20][C:19]=1[NH:27][C:2]1[C:3]2[CH:10]=[C:9]([C:11]([O:13][CH2:14][CH3:15])=[O:12])[NH:8][C:4]=2[N:5]=[CH:6][N:7]=1. (5) Given the reactants C(=O)([O-])[O-].[K+].[K+].[CH2:7](I)[CH3:8].[Br:10][C:11]1[CH:19]=[CH:18][C:14]([C:15]([OH:17])=[O:16])=[CH:13][C:12]=1[C:20]([F:23])([F:22])[F:21], predict the reaction product. The product is: [CH2:7]([O:16][C:15](=[O:17])[C:14]1[CH:18]=[CH:19][C:11]([Br:10])=[C:12]([C:20]([F:21])([F:22])[F:23])[CH:13]=1)[CH3:8]. (6) Given the reactants [C:1]([O:5][C:6](=[O:32])[CH2:7][O:8][C:9]1[C:18]2[CH2:17][CH2:16][CH2:15][C@@H:14]([N:19]([S:21]([C:24]3[CH:29]=[CH:28][C:27](F)=[C:26]([Cl:31])[CH:25]=3)(=[O:23])=[O:22])[CH3:20])[C:13]=2[CH:12]=[CH:11][CH:10]=1)([CH3:4])([CH3:3])[CH3:2].[Cl:33][C:34]1[CH:39]=[CH:38][C:37]([OH:40])=[CH:36][CH:35]=1, predict the reaction product. The product is: [C:1]([O:5][C:6](=[O:32])[CH2:7][O:8][C:9]1[C:18]2[CH2:17][CH2:16][CH2:15][C@@H:14]([N:19]([S:21]([C:24]3[CH:29]=[CH:28][C:27]([O:40][C:37]4[CH:38]=[CH:39][C:34]([Cl:33])=[CH:35][CH:36]=4)=[C:26]([Cl:31])[CH:25]=3)(=[O:23])=[O:22])[CH3:20])[C:13]=2[CH:12]=[CH:11][CH:10]=1)([CH3:4])([CH3:3])[CH3:2].